This data is from Forward reaction prediction with 1.9M reactions from USPTO patents (1976-2016). The task is: Predict the product of the given reaction. (1) Given the reactants [N:1]1([C:7]2[CH:12]=[CH:11][C:10]([NH:13][C:14](=[S:34])[NH:15][NH:16][C:17](=O)[C:18]3[CH:23]=[C:22]([Br:24])[C:21]([O:25][CH2:26][O:27][CH3:28])=[CH:20][C:19]=3[O:29][CH2:30][O:31][CH3:32])=[CH:9][CH:8]=2)[CH2:6][CH2:5][O:4][CH2:3][CH2:2]1.[OH-].[Na+], predict the reaction product. The product is: [Br:24][C:22]1[C:21]([O:25][CH2:26][O:27][CH3:28])=[CH:20][C:19]([O:29][CH2:30][O:31][CH3:32])=[C:18]([C:17]2[N:13]([C:10]3[CH:11]=[CH:12][C:7]([N:1]4[CH2:6][CH2:5][O:4][CH2:3][CH2:2]4)=[CH:8][CH:9]=3)[C:14](=[S:34])[NH:15][N:16]=2)[CH:23]=1. (2) Given the reactants [C:1]1([NH:7][C:8]2[N:13]=[C:12]([NH2:14])[N:11]=[C:10]([C:15]3[N:19]=[C:18]([C:20]4[CH:21]=[N:22][C:23]([O:26][CH2:27][C:28]([F:31])([F:30])[F:29])=[CH:24][CH:25]=4)[O:17][N:16]=3)[N:9]=2)[CH:6]=[CH:5][CH:4]=[CH:3][CH:2]=1.C(=O)([O-])[O-].[Cs+].[Cs+].Br[CH2:39][CH2:40][O:41][CH3:42], predict the reaction product. The product is: [CH3:42][O:41][CH2:40][CH2:39][N:7]([C:1]1[CH:2]=[CH:3][CH:4]=[CH:5][CH:6]=1)[C:8]1[N:13]=[C:12]([NH2:14])[N:11]=[C:10]([C:15]2[N:19]=[C:18]([C:20]3[CH:21]=[N:22][C:23]([O:26][CH2:27][C:28]([F:30])([F:29])[F:31])=[CH:24][CH:25]=3)[O:17][N:16]=2)[N:9]=1. (3) Given the reactants Cl[C:2]1[C:11]2[C:6](=[CH:7][CH:8]=[CH:9][CH:10]=2)[CH:5]=[C:4]([NH:12][C:13]2[CH:17]=[C:16]([CH3:18])[NH:15][N:14]=2)[N:3]=1.[NH:19]1[CH:23]=[C:22](B(O)O)[CH:21]=[N:20]1, predict the reaction product. The product is: [CH3:18][C:16]1[NH:15][N:14]=[C:13]([NH:12][C:4]2[N:3]=[C:2]([C:22]3[CH:23]=[N:19][NH:20][CH:21]=3)[C:11]3[C:6]([CH:5]=2)=[CH:7][CH:8]=[CH:9][CH:10]=3)[CH:17]=1. (4) Given the reactants [CH3:1][C:2]([CH3:32])=[CH:3][CH2:4][N:5]1[C:9]2[CH:10]=[C:11]([N+:14]([O-])=O)[CH:12]=[CH:13][C:8]=2[N:7]=[C:6]1[N:17]1[CH2:21][CH:20]2[CH2:22][N:23]([C:25]([O:27][C:28]([CH3:31])([CH3:30])[CH3:29])=[O:26])[CH2:24][CH:19]2[CH2:18]1.[Cl-].[NH4+], predict the reaction product. The product is: [NH2:14][C:11]1[CH:12]=[CH:13][C:8]2[N:7]=[C:6]([N:17]3[CH2:18][CH:19]4[CH2:24][N:23]([C:25]([O:27][C:28]([CH3:30])([CH3:31])[CH3:29])=[O:26])[CH2:22][CH:20]4[CH2:21]3)[N:5]([CH2:4][CH:3]=[C:2]([CH3:32])[CH3:1])[C:9]=2[CH:10]=1. (5) Given the reactants Cl.[CH3:2][C:3]1[C:7]([B:8]2[O:12][C:11]([CH3:14])([CH3:13])[C:10]([CH3:16])([CH3:15])[O:9]2)=[CH:6][N:5]([C:17]2([CH2:21][C:22]#[N:23])[CH2:20][NH:19][CH2:18]2)[N:4]=1.Cl[C:25]1[N:26]=[CH:27][C:28]([C:31]([NH:33][CH:34]([CH3:36])[CH3:35])=[O:32])=[N:29][CH:30]=1.C(N(CC)C(C)C)(C)C.C(O)(C)(C)C, predict the reaction product. The product is: [C:22]([CH2:21][C:17]1([N:5]2[CH:6]=[C:7]([B:8]3[O:9][C:10]([CH3:16])([CH3:15])[C:11]([CH3:13])([CH3:14])[O:12]3)[C:3]([CH3:2])=[N:4]2)[CH2:18][N:19]([C:25]2[N:26]=[CH:27][C:28]([C:31]([NH:33][CH:34]([CH3:36])[CH3:35])=[O:32])=[N:29][CH:30]=2)[CH2:20]1)#[N:23]. (6) Given the reactants O=[C:2]1[CH2:11][CH2:10][C:9]2[CH:8]=[C:7]([C@H:12]3[CH2:21][CH2:20][C@@:14]4([NH:18][C:17](=[O:19])[O:16][CH2:15]4)[CH2:13]3)[CH:6]=[CH:5][C:4]=2[CH2:3]1.C([O-])(=O)C.[NH4+].C([BH3-])#[N:28].[Na+], predict the reaction product. The product is: [NH2:28][CH:2]1[CH2:11][CH2:10][C:9]2[CH:8]=[C:7]([C@H:12]3[CH2:21][CH2:20][C@@:14]4([NH:18][C:17](=[O:19])[O:16][CH2:15]4)[CH2:13]3)[CH:6]=[CH:5][C:4]=2[CH2:3]1. (7) The product is: [CH2:2]([O:6][C:7]1[CH:8]=[CH:9][C:10]([S:13]([N:16]([CH2:25][C:26]#[C:27][CH2:28][N:29]2[CH2:30][CH2:31][N:32]([CH3:35])[CH2:33][CH2:34]2)[CH:17]([CH:22]([CH3:24])[CH3:23])[C:18]([NH:20][OH:21])=[O:19])(=[O:15])=[O:14])=[CH:11][CH:12]=1)[C:3]#[C:4][CH3:5]. Given the reactants Cl.[CH2:2]([O:6][C:7]1[CH:12]=[CH:11][C:10]([S:13]([N:16]([CH2:25][C:26]#[C:27][CH2:28][N:29]2[CH2:34][CH2:33][N:32]([CH3:35])[CH2:31][CH2:30]2)[CH:17]([CH:22]([CH3:24])[CH3:23])[C:18]([NH:20][OH:21])=[O:19])(=[O:15])=[O:14])=[CH:9][CH:8]=1)[C:3]#[C:4][CH3:5].Cl, predict the reaction product. (8) Given the reactants Br[C:2]1[CH:3]=[CH:4][C:5]([F:19])=[C:6]2[C:10]=1[NH:9][C:8]([CH3:11])=[C:7]2[CH2:12][CH2:13][CH2:14][C:15]([O:17][CH3:18])=[O:16].Br[CH2:21][CH2:22][CH2:23][C:24]([O:26][CH3:27])=[O:25].CC1C=CC(S([O:38][CH2:39][CH2:40][CH2:41][CH2:42][C:43]2[C:48]([F:49])=[CH:47][C:46]([F:50])=[C:45]([F:51])[C:44]=2[F:52])(=O)=O)=CC=1, predict the reaction product. The product is: [F:19][C:5]1[CH:4]=[CH:3][C:2]([C:8]#[C:7][C:6]2[CH:10]=[CH:2][C:3]([O:38][CH2:39][CH2:40][CH2:41][CH2:42][C:43]3[C:48]([F:49])=[CH:47][C:46]([F:50])=[C:45]([F:51])[C:44]=3[F:52])=[CH:4][CH:5]=2)=[C:10]2[C:6]=1[C:7]([CH2:12][CH2:13][CH2:14][C:15]([O:17][CH3:18])=[O:16])=[C:8]([CH3:11])[N:9]2[CH2:21][CH2:22][CH2:23][C:24]([O:26][CH3:27])=[O:25].